This data is from Full USPTO retrosynthesis dataset with 1.9M reactions from patents (1976-2016). The task is: Predict the reactants needed to synthesize the given product. (1) Given the product [C:1]1([CH2:7][O:8][C:9]2[CH:10]=[CH:11][C:12]([CH2:15][CH2:16][C:17]([OH:19])=[O:18])=[CH:13][CH:14]=2)[CH:6]=[CH:5][CH:4]=[CH:3][CH:2]=1, predict the reactants needed to synthesize it. The reactants are: [C:1]1([CH2:7][O:8][C:9]2[CH:14]=[CH:13][C:12]([CH2:15][CH2:16][C:17]([O:19]C)=[O:18])=[CH:11][CH:10]=2)[CH:6]=[CH:5][CH:4]=[CH:3][CH:2]=1.[OH-].[Na+].Cl. (2) Given the product [Br:17][C:9]1[CH:10]=[C:11]([N+:12]([O-:14])=[O:13])[C:6]([NH:5][CH2:4][CH2:3][O:2][CH3:1])=[C:7]([O:15][CH3:16])[CH:8]=1, predict the reactants needed to synthesize it. The reactants are: [CH3:1][O:2][CH2:3][CH2:4][NH:5][C:6]1[C:11]([N+:12]([O-:14])=[O:13])=[CH:10][CH:9]=[CH:8][C:7]=1[O:15][CH3:16].[Br:17]Br.CCOC(C)=O.